This data is from Full USPTO retrosynthesis dataset with 1.9M reactions from patents (1976-2016). The task is: Predict the reactants needed to synthesize the given product. (1) Given the product [CH2:16]([O:15][C:13]1[CH:12]=[CH:11][C:10]([S:23](=[O:36])(=[O:35])[NH:24][C:25]2[CH:26]=[CH:27][C:28]3[CH2:32][O:31][B:30]([OH:33])[C:29]=3[CH:34]=2)=[C:9]([NH:8][C:6](=[O:7])[CH2:5][OH:4])[CH:14]=1)[C:17]1[CH:18]=[CH:19][CH:20]=[CH:21][CH:22]=1, predict the reactants needed to synthesize it. The reactants are: C([O:4][CH2:5][C:6]([NH:8][C:9]1[CH:14]=[C:13]([O:15][CH2:16][C:17]2[CH:22]=[CH:21][CH:20]=[CH:19][CH:18]=2)[CH:12]=[CH:11][C:10]=1[S:23](=[O:36])(=[O:35])[NH:24][C:25]1[CH:26]=[CH:27][C:28]2[CH2:32][O:31][B:30]([OH:33])[C:29]=2[CH:34]=1)=[O:7])(=O)C. (2) Given the product [CH3:15][O:16][C:17]1[CH:25]=[C:24]([C:26]([F:27])([F:28])[F:29])[CH:23]=[C:22]([S:30][CH3:31])[C:18]=1[C:19]([NH:14][C:4]1([CH:8]2[CH2:9][CH2:10][O:11][CH2:12][CH2:13]2)[CH2:5][CH2:6][CH2:7][N:2]([CH3:1])[CH2:3]1)=[O:20], predict the reactants needed to synthesize it. The reactants are: [CH3:1][N:2]1[CH2:7][CH2:6][CH2:5][C:4]([NH2:14])([CH:8]2[CH2:13][CH2:12][O:11][CH2:10][CH2:9]2)[CH2:3]1.[CH3:15][O:16][C:17]1[CH:25]=[C:24]([C:26]([F:29])([F:28])[F:27])[CH:23]=[C:22]([S:30][CH3:31])[C:18]=1[C:19](Cl)=[O:20]. (3) Given the product [CH:12]([N:25]1[CH2:28][CH:27]([O:9][C:4]2[CH:5]=[CH:6][C:7]([Cl:8])=[C:2]([Cl:1])[CH:3]=2)[CH2:26]1)([C:19]1[CH:20]=[CH:21][CH:22]=[CH:23][CH:24]=1)[C:13]1[CH:14]=[CH:15][CH:16]=[CH:17][CH:18]=1, predict the reactants needed to synthesize it. The reactants are: [Cl:1][C:2]1[CH:3]=[C:4]([OH:9])[CH:5]=[CH:6][C:7]=1[Cl:8].[H-].[Na+].[CH:12]([N:25]1[CH2:28][CH:27](OS(C)(=O)=O)[CH2:26]1)([C:19]1[CH:24]=[CH:23][CH:22]=[CH:21][CH:20]=1)[C:13]1[CH:18]=[CH:17][CH:16]=[CH:15][CH:14]=1. (4) Given the product [Cl:20][C:21]1[CH:26]=[CH:25][CH:24]=[C:23]([Cl:27])[C:22]=1[C:28]1[NH:29][C:30]2[CH:36]=[C:35]([C:37]3[O:38][C:9]([NH:1][C:2]4[CH:3]=[N:4][CH:5]=[CH:6][CH:7]=4)=[N:40][N:39]=3)[CH:34]=[CH:33][C:31]=2[N:32]=1, predict the reactants needed to synthesize it. The reactants are: [NH2:1][C:2]1[CH:3]=[N:4][CH:5]=[CH:6][CH:7]=1.N1(C(N2C=CN=C2)=S)C=CN=[CH:9]1.[Cl:20][C:21]1[CH:26]=[CH:25][CH:24]=[C:23]([Cl:27])[C:22]=1[C:28]1[NH:29][C:30]2[CH:36]=[C:35]([C:37]([NH:39][NH2:40])=[O:38])[CH:34]=[CH:33][C:31]=2[N:32]=1.CCN=C=NCCCN(C)C. (5) Given the product [CH2:1]([O:8][C:9]1[C:10]([CH3:26])=[C:11]([C:15]([C:17]2[C:25]3[C:20](=[N:21][CH:22]=[CH:23][CH:24]=3)[NH:19][CH:18]=2)=[O:16])[CH:12]=[CH:13][CH:14]=1)[C:2]1[CH:7]=[CH:6][CH:5]=[CH:4][CH:3]=1, predict the reactants needed to synthesize it. The reactants are: [CH2:1]([O:8][C:9]1[C:10]([CH3:26])=[C:11]([CH:15]([C:17]2[C:25]3[C:20](=[N:21][CH:22]=[CH:23][CH:24]=3)[NH:19][CH:18]=2)[OH:16])[CH:12]=[CH:13][CH:14]=1)[C:2]1[CH:7]=[CH:6][CH:5]=[CH:4][CH:3]=1.CC(OI1(OC(C)=O)(OC(C)=O)OC(=O)C2C=CC=CC1=2)=O.